Dataset: Full USPTO retrosynthesis dataset with 1.9M reactions from patents (1976-2016). Task: Predict the reactants needed to synthesize the given product. (1) Given the product [C:1]1([S:7]([N:10]2[C:18]3[C:13](=[CH:14][C:15]([C:19]4[N:23]([CH3:24])[N:22]=[C:21]([Br:43])[CH:20]=4)=[CH:16][CH:17]=3)[CH:12]=[C:11]2[C:26]2[C:31]([F:32])=[CH:30][CH:29]=[CH:28][C:27]=2[F:33])(=[O:9])=[O:8])[CH:6]=[CH:5][CH:4]=[CH:3][CH:2]=1, predict the reactants needed to synthesize it. The reactants are: [C:1]1([S:7]([N:10]2[C:18]3[C:13](=[CH:14][C:15]([C:19]4[N:23]([CH3:24])[N:22]=[C:21](N)[CH:20]=4)=[CH:16][CH:17]=3)[CH:12]=[C:11]2[C:26]2[C:31]([F:32])=[CH:30][CH:29]=[CH:28][C:27]=2[F:33])(=[O:9])=[O:8])[CH:6]=[CH:5][CH:4]=[CH:3][CH:2]=1.N([O-])=O.[Na+].C([O-])(O)=O.[Na+].[BrH:43]. (2) Given the product [NH2:1][CH2:4][C@@H:5]([NH:7][C:8]1[CH:27]=[CH:26][C:25]([C:28]#[N:29])=[CH:24][C:9]=1[C:10]([NH:12][CH2:13][C:14]1[CH:19]=[CH:18][C:17]([O:20][CH3:21])=[C:16]([O:22][CH3:23])[CH:15]=1)=[O:11])[CH3:6], predict the reactants needed to synthesize it. The reactants are: [N:1]([CH2:4][C@@H:5]([NH:7][C:8]1[CH:27]=[CH:26][C:25]([C:28]#[N:29])=[CH:24][C:9]=1[C:10]([NH:12][CH2:13][C:14]1[CH:19]=[CH:18][C:17]([O:20][CH3:21])=[C:16]([O:22][CH3:23])[CH:15]=1)=[O:11])[CH3:6])=[N+]=[N-]. (3) Given the product [NH2:1][C:2]1[C:3]2[C:10]([I:11])=[CH:9][N:8]([C@@H:12]3[O:16][C@:15]([C:17]#[CH:18])([CH2:19][OH:20])[C@@H:14]([OH:21])[CH2:13]3)[C:4]=2[N:5]=[CH:6][N:7]=1, predict the reactants needed to synthesize it. The reactants are: [NH2:1][C:2]1[C:3]2[C:10]([I:11])=[CH:9][N:8]([C@@H:12]3[O:16][C@@:15]([CH2:19][OH:20])([C:17]#[CH:18])[C@@H:14]([O:21][Si](C(C)(C)C)(C)C)[CH2:13]3)[C:4]=2[N:5]=[CH:6][N:7]=1.CCCC[N+](CCCC)(CCCC)CCCC.[F-]. (4) The reactants are: [CH2:1]([CH:7]([CH2:17][CH2:18][CH2:19][CH2:20][CH2:21][CH2:22][CH2:23][CH3:24])[CH2:8][C:9]1[S:13][C:12]([C:14](O)=[O:15])=[CH:11][CH:10]=1)[CH2:2][CH2:3][CH2:4][CH2:5][CH3:6].C(Cl)(=O)C([Cl:28])=O. Given the product [CH2:1]([CH:7]([CH2:17][CH2:18][CH2:19][CH2:20][CH2:21][CH2:22][CH2:23][CH3:24])[CH2:8][C:9]1[S:13][C:12]([C:14]([Cl:28])=[O:15])=[CH:11][CH:10]=1)[CH2:2][CH2:3][CH2:4][CH2:5][CH3:6], predict the reactants needed to synthesize it. (5) Given the product [F:40][CH2:41][C@@:42]1([C:57]([O:59][CH2:60][C:61]2[CH:62]=[CH:63][CH:64]=[CH:65][CH:66]=2)=[O:58])[CH2:47][CH2:46][C:45]([C:7]2[C:8]([CH3:37])([CH3:36])[C@H:9]3[C@:22]([CH3:25])([CH2:23][CH:24]=2)[C@@H:21]2[C@:12]([CH3:35])([C@@:13]4([CH3:34])[C@H:18]([CH2:19][CH2:20]2)[C@H:17]2[C@H:26]([C:29]([CH3:31])=[CH2:30])[CH2:27][CH2:28][C@:16]2([CH:32]=[O:33])[CH2:15][CH2:14]4)[CH2:11][CH2:10]3)=[CH:44][CH2:43]1, predict the reactants needed to synthesize it. The reactants are: FC(F)(F)S(O[C:7]1[C:8]([CH3:37])([CH3:36])[C@H:9]2[C@:22]([CH3:25])([CH2:23][CH:24]=1)[C@@H:21]1[C@:12]([CH3:35])([C@@:13]3([CH3:34])[C@H:18]([CH2:19][CH2:20]1)[C@H:17]1[C@H:26]([C:29]([CH3:31])=[CH2:30])[CH2:27][CH2:28][C@:16]1([CH:32]=[O:33])[CH2:15][CH2:14]3)[CH2:11][CH2:10]2)(=O)=O.[F:40][CH2:41][C@@:42]1([C:57]([O:59][CH2:60][C:61]2[CH:66]=[CH:65][CH:64]=[CH:63][CH:62]=2)=[O:58])[CH2:47][CH2:46][C:45](B2OC(C)(C)C(C)(C)O2)=[CH:44][CH2:43]1.C([O-])([O-])=O.[Na+].[Na+].O. (6) Given the product [Cl:32][C:27]1[N:26]=[CH:25][N:24]=[C:23]([C:9]2[O:8][C@H:7]([CH2:33][OH:34])[C@@H:6]([O:5][Si:4]([CH:1]([CH3:3])[CH3:2])([CH:45]([CH3:46])[CH3:47])[CH:48]([CH3:49])[CH3:50])[C@H:11]([O:12][Si:13]([CH:14]([CH3:16])[CH3:15])([CH:17]([CH3:19])[CH3:18])[CH:20]([CH3:22])[CH3:21])[CH:10]=2)[C:28]=1[N+:29]([O-:31])=[O:30], predict the reactants needed to synthesize it. The reactants are: [CH:1]([Si:4]([CH:48]([CH3:50])[CH3:49])([CH:45]([CH3:47])[CH3:46])[O:5][C@H:6]1[C@H:11]([O:12][Si:13]([CH:20]([CH3:22])[CH3:21])([CH:17]([CH3:19])[CH3:18])[CH:14]([CH3:16])[CH3:15])[CH:10]=[C:9]([C:23]2[C:28]([N+:29]([O-:31])=[O:30])=[C:27]([Cl:32])[N:26]=[CH:25][N:24]=2)[O:8][C@@H:7]1[CH2:33][O:34][Si](C(C)C)(C(C)C)C(C)C)([CH3:3])[CH3:2].Cl.C(=O)(O)[O-].[Na+].